From a dataset of Peptide-MHC class I binding affinity with 185,985 pairs from IEDB/IMGT. Regression. Given a peptide amino acid sequence and an MHC pseudo amino acid sequence, predict their binding affinity value. This is MHC class I binding data. (1) The peptide sequence is TPQVPLRPM. The MHC is HLA-A30:02 with pseudo-sequence HLA-A30:02. The binding affinity (normalized) is 0.0322. (2) The peptide sequence is FLIVSLCPT. The MHC is HLA-A02:01 with pseudo-sequence HLA-A02:01. The binding affinity (normalized) is 0.980.